Dataset: Full USPTO retrosynthesis dataset with 1.9M reactions from patents (1976-2016). Task: Predict the reactants needed to synthesize the given product. (1) Given the product [CH3:11][O:10][C:4]1[CH:3]=[C:2]([P:14](=[O:27])([C:21]2[CH:26]=[CH:25][CH:24]=[CH:23][CH:22]=2)[C:15]2[CH:20]=[CH:19][CH:18]=[CH:17][CH:16]=2)[CH:7]=[C:6]([O:8][CH3:9])[CH:5]=1, predict the reactants needed to synthesize it. The reactants are: Br[C:2]1[CH:7]=[C:6]([O:8][CH3:9])[CH:5]=[C:4]([O:10][CH3:11])[CH:3]=1.[Mg].Cl[P:14]([C:21]1[CH:26]=[CH:25][CH:24]=[CH:23][CH:22]=1)[C:15]1[CH:20]=[CH:19][CH:18]=[CH:17][CH:16]=1.[OH:27]O. (2) Given the product [F:12][C:2]([F:1])([C:8]([F:11])([F:10])[F:9])/[CH:3]=[CH:4]/[C:5]([NH:60][CH2:59][CH2:58][CH2:57][NH:56][C:54]1[C:53]2[C:48](=[CH:49][CH:50]=[CH:51][CH:52]=2)[N:47]=[C:46]([CH3:45])[CH:55]=1)=[O:7], predict the reactants needed to synthesize it. The reactants are: [F:1][C:2]([F:12])([C:8]([F:11])([F:10])[F:9])/[CH:3]=[CH:4]/[C:5]([OH:7])=O.CN(C(ON1N=NC2C=CC=CC1=2)=[N+](C)C)C.F[P-](F)(F)(F)(F)F.C(N(CC)CC)C.Cl.[CH3:45][C:46]1[CH:55]=[C:54]([NH:56][CH2:57][CH2:58][CH2:59][NH2:60])[C:53]2[C:48](=[CH:49][CH:50]=[CH:51][CH:52]=2)[N:47]=1.[O-2].[Al+3].[O-2].[O-2].[Al+3]. (3) Given the product [Cl:2][C:3]1[C:4]2[O:10][C:13]3[CH2:18][CH2:17][N:16]([C:19]([O:21][C:22]([CH3:25])([CH3:24])[CH3:23])=[O:20])[CH2:15][C:14]=3[C:5]=2[CH:6]=[C:7]([Br:9])[CH:8]=1, predict the reactants needed to synthesize it. The reactants are: Cl.[Cl:2][C:3]1[CH:8]=[C:7]([Br:9])[CH:6]=[CH:5][C:4]=1[O:10]N.O=[C:13]1[CH2:18][CH2:17][N:16]([C:19]([O:21][C:22]([CH3:25])([CH3:24])[CH3:23])=[O:20])[CH2:15][CH2:14]1. (4) Given the product [ClH:24].[NH2:7][C@:8]([CH3:25])([CH2:9][CH2:10][C:11]1[CH:16]=[C:15]([F:17])[C:14]([O:18][CH2:19][CH2:20][CH2:21][CH2:22][CH3:23])=[C:13]([Cl:24])[CH:12]=1)[CH2:26][OH:27], predict the reactants needed to synthesize it. The reactants are: C(OC(=O)[NH:7][C@:8]([CH2:26][OH:27])([CH3:25])[CH2:9][CH2:10][C:11]1[CH:16]=[C:15]([F:17])[C:14]([O:18][CH2:19][CH2:20][CH2:21][CH2:22][CH3:23])=[C:13]([Cl:24])[CH:12]=1)(C)(C)C. (5) Given the product [CH2:39]([NH:38][C:37]([C:4]1[CH:3]=[CH:2][CH:7]=[CH:6][C:5]=1[NH:8][C:9]1[C:14]([C:15]([F:17])([F:18])[F:16])=[CH:13][N:12]=[C:11]([NH:19][C:20]2[CH:34]=[CH:33][C:23]([CH2:24][P:25](=[O:32])([O:26][CH2:27][CH3:28])[O:29][CH2:30][CH3:31])=[CH:22][C:21]=2[O:35][CH3:36])[N:10]=1)=[O:40])[CH3:42], predict the reactants needed to synthesize it. The reactants are: F[C:2]1[CH:7]=[CH:6][C:5]([NH:8][C:9]2[C:14]([C:15]([F:18])([F:17])[F:16])=[CH:13][N:12]=[C:11]([NH:19][C:20]3[CH:34]=[CH:33][C:23]([CH2:24][P:25](=[O:32])([O:29][CH2:30][CH3:31])[O:26][CH2:27][CH3:28])=[CH:22][C:21]=3[O:35][CH3:36])[N:10]=2)=[C:4]([C:37](=[O:40])[NH:38][CH3:39])[CH:3]=1.Cl[C:42]1C(C(F)(F)F)=CN=C(NC2C=CC(CP(=O)(OCC)OCC)=CC=2OC)N=1.NC1C=CC=CC=1C(NCC)=O.